This data is from Forward reaction prediction with 1.9M reactions from USPTO patents (1976-2016). The task is: Predict the product of the given reaction. (1) Given the reactants [CH3:1][NH:2][C@H:3]1[CH2:7][CH2:6][NH:5][CH2:4]1.[Cl:8][C:9]1[N:18]=[C:17](Cl)[C:16]2[C:11](=[CH:12][C:13]([C:20]([F:23])([F:22])[F:21])=[CH:14][CH:15]=2)[N:10]=1, predict the reaction product. The product is: [Cl:8][C:9]1[N:18]=[C:17]([N:5]2[CH2:6][CH2:7][C@H:3]([NH:2][CH3:1])[CH2:4]2)[C:16]2[C:11](=[CH:12][C:13]([C:20]([F:21])([F:22])[F:23])=[CH:14][CH:15]=2)[N:10]=1. (2) Given the reactants [Br:1][C:2]1[S:6][C:5]([C:7](=[O:9])[CH3:8])=[CH:4][CH:3]=1.[Br:10]Br, predict the reaction product. The product is: [Br:10][CH2:8][C:7]([C:5]1[S:6][C:2]([Br:1])=[CH:3][CH:4]=1)=[O:9]. (3) Given the reactants O[C:2]1[N:7]2[N:8]=[CH:9][N:10]=[C:6]2[N:5]=[C:4]([C:11]2[CH:16]=[CH:15][CH:14]=[CH:13][CH:12]=2)[C:3]=1[CH2:17][CH2:18][CH2:19][CH2:20][CH2:21][CH2:22][CH2:23][CH3:24].P(Cl)(Cl)([Cl:27])=O, predict the reaction product. The product is: [Cl:27][C:2]1[N:7]2[N:8]=[CH:9][N:10]=[C:6]2[N:5]=[C:4]([C:11]2[CH:16]=[CH:15][CH:14]=[CH:13][CH:12]=2)[C:3]=1[CH2:17][CH2:18][CH2:19][CH2:20][CH2:21][CH2:22][CH2:23][CH3:24]. (4) Given the reactants Cl.[O:2]([NH2:4])[CH3:3].[NH2:5][C:6]1[C:15]2[N:16]=[C:17]([CH2:24][CH2:25][C:26](=O)[CH3:27])[N:18]([CH2:19][C:20]([OH:23])([CH3:22])[CH3:21])[C:14]=2[C:13]2[CH:12]=[CH:11][CH:10]=[CH:9][C:8]=2[N:7]=1.O, predict the reaction product. The product is: [CH3:3][O:2][N:4]=[C:26]([CH2:25][CH2:24][C:17]1[N:18]([CH2:19][C:20]([OH:23])([CH3:22])[CH3:21])[C:14]2[C:13]3[CH:12]=[CH:11][CH:10]=[CH:9][C:8]=3[N:7]=[C:6]([NH2:5])[C:15]=2[N:16]=1)[CH3:27].